This data is from TCR-epitope binding with 47,182 pairs between 192 epitopes and 23,139 TCRs. The task is: Binary Classification. Given a T-cell receptor sequence (or CDR3 region) and an epitope sequence, predict whether binding occurs between them. The epitope is PROT_97E67BCC. The TCR CDR3 sequence is CASSLAGVAFDGYTF. Result: 0 (the TCR does not bind to the epitope).